The task is: Regression. Given two drug SMILES strings and cell line genomic features, predict the synergy score measuring deviation from expected non-interaction effect.. This data is from NCI-60 drug combinations with 297,098 pairs across 59 cell lines. Drug 1: CC1CCC2CC(C(=CC=CC=CC(CC(C(=O)C(C(C(=CC(C(=O)CC(OC(=O)C3CCCCN3C(=O)C(=O)C1(O2)O)C(C)CC4CCC(C(C4)OC)OCCO)C)C)O)OC)C)C)C)OC. Drug 2: CCC1(CC2CC(C3=C(CCN(C2)C1)C4=CC=CC=C4N3)(C5=C(C=C6C(=C5)C78CCN9C7C(C=CC9)(C(C(C8N6C)(C(=O)OC)O)OC(=O)C)CC)OC)C(=O)OC)O.OS(=O)(=O)O. Cell line: NCIH23. Synergy scores: CSS=-1.17, Synergy_ZIP=20.2, Synergy_Bliss=18.0, Synergy_Loewe=-3.14, Synergy_HSA=-3.71.